This data is from Reaction yield outcomes from USPTO patents with 853,638 reactions. The task is: Predict the reaction yield, written as a fraction of the theoretical maximum amount of product (1.0 means a 100% yield; for example, 0.34 means a 34% yield). (1) The reactants are [Cl:1][C:2]1[C:3]([C:9]([F:12])([F:11])[F:10])=[C:4](N)[CH:5]=[CH:6][CH:7]=1.Cl.N([O-])=O.[Na+].[Na+].[I-:19].OS([O-])=O.[Na+].II. The catalyst is O.C(Cl)Cl. The product is [Cl:1][C:2]1[CH:7]=[CH:6][CH:5]=[C:4]([I:19])[C:3]=1[C:9]([F:12])([F:11])[F:10]. The yield is 0.410. (2) The reactants are C([O:9][C@@H:10]1[C@H:14]([CH2:15][O:16]C(=O)C2C=CC=CC=2)[O:13][C@H:12]([N:25]2[CH:32]=[CH:31][C:29](=[O:30])[NH:28][C:26]2=[O:27])[C@H:11]1O)(=O)C1C=CC=CC=1. The catalyst is CO.O. The product is [C@H:12]1([N:25]2[CH:32]=[CH:31][C:29](=[O:30])[NH:28][C:26]2=[O:27])[O:13][C@@H:14]([CH2:15][OH:16])[C@@H:10]([OH:9])[CH2:11]1. The yield is 0.820.